This data is from Forward reaction prediction with 1.9M reactions from USPTO patents (1976-2016). The task is: Predict the product of the given reaction. (1) Given the reactants Cl[C:2]1[N:7]=[C:6]([Cl:8])[C:5]([C:9]#[N:10])=[CH:4][N:3]=1.[CH2:11]([C:13]1[C:18]([CH2:19][NH2:20])=[CH:17][N:16]=[CH:15][N:14]=1)[CH3:12].CCN(C(C)C)C(C)C, predict the reaction product. The product is: [Cl:8][C:6]1[C:5]([C:9]#[N:10])=[CH:4][N:3]=[C:2]([NH:20][CH2:19][C:18]2[C:13]([CH2:11][CH3:12])=[N:14][CH:15]=[N:16][CH:17]=2)[N:7]=1. (2) The product is: [F:1][C:2]1[CH:7]=[CH:6][C:5]([F:8])=[CH:4][C:3]=1[CH:9]1[CH2:13][CH2:12][CH2:11][N:10]1[C:14]1[CH:19]=[CH:18][N:17]2[N:20]=[CH:21][C:22](/[CH:23]=[CH:24]/[C:25]([N:29]3[CH2:32][CH:31]([OH:33])[CH2:30]3)=[O:26])=[C:16]2[N:15]=1. Given the reactants [F:1][C:2]1[CH:7]=[CH:6][C:5]([F:8])=[CH:4][C:3]=1[CH:9]1[CH2:13][CH2:12][CH2:11][N:10]1[C:14]1[CH:19]=[CH:18][N:17]2[N:20]=[CH:21][C:22](/[CH:23]=[CH:24]/[C:25](O)=[O:26])=[C:16]2[N:15]=1.Cl.[NH:29]1[CH2:32][CH:31]([OH:33])[CH2:30]1.CCN(C(C)C)C(C)C.CN(C(ON1N=NC2C=CC=NC1=2)=[N+](C)C)C.F[P-](F)(F)(F)(F)F, predict the reaction product.